From a dataset of Forward reaction prediction with 1.9M reactions from USPTO patents (1976-2016). Predict the product of the given reaction. (1) Given the reactants [C:1]([O:5][C:6]([N:8]1[CH2:13][CH2:12][NH:11][CH:10]([C:14]([OH:16])=O)[CH2:9]1)=[O:7])([CH3:4])([CH3:3])[CH3:2].Cl[C:18]1[C:27]([N+:28]([O-])=O)=[CH:26][C:21]([C:22]([O:24][CH3:25])=[O:23])=[CH:20][N:19]=1.C([O-])([O-])=O.[K+].[K+].P(OC1C=CC=CC=1)(OC1C=CC=CC=1)OC1C=CC=CC=1.[H][H], predict the reaction product. The product is: [CH3:25][O:24][C:22]([C:21]1[CH:26]=[C:27]2[C:18]([N:11]3[CH:10]([C:14](=[O:16])[NH:28]2)[CH2:9][N:8]([C:6]([O:5][C:1]([CH3:2])([CH3:3])[CH3:4])=[O:7])[CH2:13][CH2:12]3)=[N:19][CH:20]=1)=[O:23]. (2) Given the reactants [Cl:1][C:2]1[N:11]=[C:10](Cl)[C:9]2[C:4](=[CH:5][CH:6]=[CH:7][CH:8]=2)[N:3]=1.C(N(CC)C(C)C)(C)C.[C:22]1([CH:28]([C:31]2[N:36]=[CH:35][CH:34]=[CH:33][N:32]=2)[CH2:29][NH2:30])[CH:27]=[CH:26][CH:25]=[CH:24][CH:23]=1, predict the reaction product. The product is: [Cl:1][C:2]1[N:11]=[C:10]([NH:30][CH2:29][CH:28]([C:22]2[CH:27]=[CH:26][CH:25]=[CH:24][CH:23]=2)[C:31]2[N:32]=[CH:33][CH:34]=[CH:35][N:36]=2)[C:9]2[C:4](=[CH:5][CH:6]=[CH:7][CH:8]=2)[N:3]=1.